Dataset: Retrosynthesis with 50K atom-mapped reactions and 10 reaction types from USPTO. Task: Predict the reactants needed to synthesize the given product. (1) Given the product COc1ncc(-c2ccc3ncc(C#CC(C)O)n3c2)cc1NS(=O)(=O)c1ccc(F)cc1F, predict the reactants needed to synthesize it. The reactants are: C#CC(C)O.COc1ncc(-c2ccc3ncc(I)n3c2)cc1NS(=O)(=O)c1ccc(F)cc1F. (2) Given the product CC(C)(C)Nc1nc(N)c(C#N)cc1F, predict the reactants needed to synthesize it. The reactants are: CC(C)(C)Nc1nc(NCc2ccccc2)c(C#N)cc1F. (3) Given the product CC[C@H](C)[C@@H]([C@@H](CC(=O)N1CCC[C@H]1[C@H](OC)[C@@H](C)C(=O)N[C@H](CSCc1ccccc1)Cc1ccccc1)OC)N(C)C(=O)[C@@H](NC(=O)[C@H](C(C)C)N(C)CCCC(=O)O)C(C)C, predict the reactants needed to synthesize it. The reactants are: CC[C@H](C)[C@@H]([C@@H](CC(=O)N1CCC[C@H]1[C@H](OC)[C@@H](C)C(=O)N[C@H](CSCc1ccccc1)Cc1ccccc1)OC)N(C)C(=O)[C@@H](NC(=O)[C@@H](NC)C(C)C)C(C)C.O=CCCC(=O)O. (4) The reactants are: CC(C)(C)OC(=O)N1C[C@@H]2C[C@H]1CN2.Nc1cc(Cl)ncn1. Given the product CC(C)(C)OC(=O)N1C[C@@H]2C[C@H]1CN2c1cc(N)ncn1, predict the reactants needed to synthesize it. (5) Given the product CC(Cc1ccc(Cl)nc1)N1CCOCC1, predict the reactants needed to synthesize it. The reactants are: C1COCCN1.CC(=O)Cc1ccc(Cl)nc1. (6) Given the product CCOc1cc(C(F)(F)F)ccc1C(=O)N(C)OC, predict the reactants needed to synthesize it. The reactants are: CCOc1cc(C(F)(F)F)ccc1C(=O)O.CNOC.